Dataset: NCI-60 drug combinations with 297,098 pairs across 59 cell lines. Task: Regression. Given two drug SMILES strings and cell line genomic features, predict the synergy score measuring deviation from expected non-interaction effect. (1) Drug 1: CS(=O)(=O)C1=CC(=C(C=C1)C(=O)NC2=CC(=C(C=C2)Cl)C3=CC=CC=N3)Cl. Drug 2: C1CN(P(=O)(OC1)NCCCl)CCCl. Cell line: 786-0. Synergy scores: CSS=7.31, Synergy_ZIP=-2.27, Synergy_Bliss=0.840, Synergy_Loewe=-7.62, Synergy_HSA=0.404. (2) Drug 1: C1CCC(CC1)NC(=O)N(CCCl)N=O. Drug 2: CC12CCC3C(C1CCC2OP(=O)(O)O)CCC4=C3C=CC(=C4)OC(=O)N(CCCl)CCCl.[Na+]. Cell line: RPMI-8226. Synergy scores: CSS=5.00, Synergy_ZIP=-12.8, Synergy_Bliss=-21.8, Synergy_Loewe=-54.9, Synergy_HSA=-22.1. (3) Drug 1: CC12CCC3C(C1CCC2NC(=O)OCC(F)(F)F)CCC4C3(C=CC(=O)N4C)C. Drug 2: CN1C=C(C=N1)C2=C3N=C(C(=C(N3N=C2)N)Br)C4CCCNC4. Cell line: HT29. Synergy scores: CSS=32.6, Synergy_ZIP=3.12, Synergy_Bliss=4.84, Synergy_Loewe=2.90, Synergy_HSA=6.33. (4) Drug 1: CCC1(CC2CC(C3=C(CCN(C2)C1)C4=CC=CC=C4N3)(C5=C(C=C6C(=C5)C78CCN9C7C(C=CC9)(C(C(C8N6C=O)(C(=O)OC)O)OC(=O)C)CC)OC)C(=O)OC)O.OS(=O)(=O)O. Drug 2: CC1CCC2CC(C(=CC=CC=CC(CC(C(=O)C(C(C(=CC(C(=O)CC(OC(=O)C3CCCCN3C(=O)C(=O)C1(O2)O)C(C)CC4CCC(C(C4)OC)OCCO)C)C)O)OC)C)C)C)OC. Cell line: OVCAR-4. Synergy scores: CSS=2.47, Synergy_ZIP=-0.110, Synergy_Bliss=1.80, Synergy_Loewe=-2.11, Synergy_HSA=-0.534. (5) Drug 1: C1C(C(OC1N2C=NC3=C(N=C(N=C32)Cl)N)CO)O. Drug 2: CC1CCC2CC(C(=CC=CC=CC(CC(C(=O)C(C(C(=CC(C(=O)CC(OC(=O)C3CCCCN3C(=O)C(=O)C1(O2)O)C(C)CC4CCC(C(C4)OC)O)C)C)O)OC)C)C)C)OC. Cell line: HOP-62. Synergy scores: CSS=27.0, Synergy_ZIP=-5.30, Synergy_Bliss=7.80, Synergy_Loewe=-7.57, Synergy_HSA=3.73. (6) Drug 1: C1=CC(=C2C(=C1NCCNCCO)C(=O)C3=C(C=CC(=C3C2=O)O)O)NCCNCCO. Drug 2: CC1=C(N=C(N=C1N)C(CC(=O)N)NCC(C(=O)N)N)C(=O)NC(C(C2=CN=CN2)OC3C(C(C(C(O3)CO)O)O)OC4C(C(C(C(O4)CO)O)OC(=O)N)O)C(=O)NC(C)C(C(C)C(=O)NC(C(C)O)C(=O)NCCC5=NC(=CS5)C6=NC(=CS6)C(=O)NCCC[S+](C)C)O. Cell line: SR. Synergy scores: CSS=89.6, Synergy_ZIP=0.436, Synergy_Bliss=-0.103, Synergy_Loewe=0.739, Synergy_HSA=2.24. (7) Drug 1: C1=CC(=CC=C1CCCC(=O)O)N(CCCl)CCCl. Drug 2: CC1=C2C(C(=O)C3(C(CC4C(C3C(C(C2(C)C)(CC1OC(=O)C(C(C5=CC=CC=C5)NC(=O)C6=CC=CC=C6)O)O)OC(=O)C7=CC=CC=C7)(CO4)OC(=O)C)O)C)OC(=O)C. Cell line: K-562. Synergy scores: CSS=38.2, Synergy_ZIP=-5.51, Synergy_Bliss=-0.537, Synergy_Loewe=-18.8, Synergy_HSA=-1.91. (8) Drug 1: CCCS(=O)(=O)NC1=C(C(=C(C=C1)F)C(=O)C2=CNC3=C2C=C(C=N3)C4=CC=C(C=C4)Cl)F. Drug 2: C1=NC2=C(N=C(N=C2N1C3C(C(C(O3)CO)O)F)Cl)N. Cell line: HCC-2998. Synergy scores: CSS=6.67, Synergy_ZIP=1.43, Synergy_Bliss=-9.02, Synergy_Loewe=-35.9, Synergy_HSA=-15.5.